From a dataset of Catalyst prediction with 721,799 reactions and 888 catalyst types from USPTO. Predict which catalyst facilitates the given reaction. (1) Reactant: C([O:5][C:6](=[O:18])[CH2:7][CH2:8][C:9]([O:11][CH:12]([O:14][C:15](=[O:17])[CH3:16])[CH3:13])=[O:10])(C)(C)C.FC(F)(F)C(O)=O. Product: [C:15]([O:14][CH:12]([O:11][C:9](=[O:10])[CH2:8][CH2:7][C:6]([OH:18])=[O:5])[CH3:13])(=[O:17])[CH3:16]. The catalyst class is: 2. (2) Reactant: [O-]CC.[Na+].C(O)(=O)C.[CH3:9][CH:10]([CH3:15])[CH2:11][C:12](=[NH:14])[NH2:13].Cl.C(O[C:20](=[NH:27])[CH2:21][C:22](OCC)=[O:23])C.Cl. Product: [NH2:27][C:20]1[N:13]=[C:12]([CH2:11][CH:10]([CH3:15])[CH3:9])[N:14]=[C:22]([OH:23])[CH:21]=1. The catalyst class is: 40. (3) Reactant: [CH3:1][S:2][C:3]1[CH:4]=[C:5]([CH:9]=[CH:10][CH:11]=1)[C:6](O)=[O:7].C(N1C=CN=C1)(N1C=CN=C1)=O.C(N(CC)CC)C.[CH3:31][NH:32][O:33][CH3:34]. Product: [CH3:34][O:33][N:32]([CH3:31])[C:6](=[O:7])[C:5]1[CH:9]=[CH:10][CH:11]=[C:3]([S:2][CH3:1])[CH:4]=1. The catalyst class is: 3. (4) Reactant: [Cl:1][C:2]1[CH:3]=[C:4]([S:23]([C:26]2[CH:31]=[CH:30][CH:29]=[CH:28][CH:27]=2)(=[O:25])=[O:24])[C:5]2O[C:13]3[NH:12][CH:11](C(OC(C)(C)C)=O)[CH2:10][CH:9](C)[C:8]=3[C:6]=2[CH:7]=1.[ClH:32].[OH-:33].[Na+].O1CCC[CH2:36]1. Product: [ClH:1].[Cl:32][C:2]1[C:7]2[O:33][C:9]3[CH:10]([CH3:36])[CH2:11][NH:12][CH2:13][C:8]=3[C:6]=2[CH:5]=[C:4]([S:23]([C:26]2[CH:27]=[CH:28][CH:29]=[CH:30][CH:31]=2)(=[O:24])=[O:25])[CH:3]=1. The catalyst class is: 5. (5) Reactant: [CH2:1]([N:8]1[CH2:13][C@@H:12]([N+:14]([O-:16])=[O:15])[C@H:11]([C:17]2[CH:22]=[C:21]([F:23])[CH:20]=[CH:19][C:18]=2[F:24])[CH2:10][C:9]1=O)[C:2]1[CH:7]=[CH:6][CH:5]=[CH:4][CH:3]=1.CSC.B.[ClH:30]. The catalyst class is: 36. Product: [ClH:30].[CH2:1]([N:8]1[CH2:9][CH2:10][C@@H:11]([C:17]2[CH:22]=[C:21]([F:23])[CH:20]=[CH:19][C:18]=2[F:24])[C@H:12]([N+:14]([O-:16])=[O:15])[CH2:13]1)[C:2]1[CH:7]=[CH:6][CH:5]=[CH:4][CH:3]=1. (6) Reactant: C[Si](C)(C)[N-][Si](C)(C)C.[Li+].[F:11][C:12]1[CH:17]=[CH:16][C:15]([C:18](=[O:34])[CH2:19][C:20]2[CH:21]=[CH:22][C:23](=[O:33])[N:24]([C:26]3[CH:31]=[CH:30][CH:29]=[CH:28][C:27]=3[CH3:32])[N:25]=2)=[CH:14][CH:13]=1.C([C:37]([O:39][CH2:40][CH3:41])=[O:38])#N. Product: [F:11][C:12]1[CH:17]=[CH:16][C:15]([C:18](=[O:34])[CH:19]([C:20]2[CH:21]=[CH:22][C:23](=[O:33])[N:24]([C:26]3[CH:31]=[CH:30][CH:29]=[CH:28][C:27]=3[CH3:32])[N:25]=2)[C:37]([O:39][CH2:40][CH3:41])=[O:38])=[CH:14][CH:13]=1. The catalyst class is: 598.